Dataset: Forward reaction prediction with 1.9M reactions from USPTO patents (1976-2016). Task: Predict the product of the given reaction. (1) Given the reactants [CH3:1][O:2][C:3]1[CH:26]=[CH:25][C:6]([CH2:7][N:8]2[C:16]3[C:11](=[CH:12][C:13](/[CH:17]=[C:18]4/[C:19](=[O:24])[NH:20][C:21](=[O:23])[S:22]/4)=[CH:14][CH:15]=3)[CH:10]=[N:9]2)=[C:5]([C:27]([F:30])([F:29])[F:28])[CH:4]=1.Cl.[CH3:32][N:33]([CH3:38])[CH2:34][CH2:35][CH2:36]Cl, predict the reaction product. The product is: [CH3:32][N:33]([CH3:38])[CH2:34][CH2:35][CH2:36][N:20]1[C:19](=[O:24])/[C:18](=[CH:17]/[C:13]2[CH:12]=[C:11]3[C:16](=[CH:15][CH:14]=2)[N:8]([CH2:7][C:6]2[CH:25]=[CH:26][C:3]([O:2][CH3:1])=[CH:4][C:5]=2[C:27]([F:30])([F:29])[F:28])[N:9]=[CH:10]3)/[S:22][C:21]1=[O:23]. (2) Given the reactants Cl[S:2]([C:5]1[CH:14]=[CH:13][C:8]([C:9]([O:11][CH3:12])=[O:10])=[CH:7][CH:6]=1)(=[O:4])=[O:3].[N:15]1[C:24]2[C:19](=[CH:20][CH:21]=[CH:22][CH:23]=2)[CH:18]=[C:17]([CH2:25][NH2:26])[CH:16]=1, predict the reaction product. The product is: [N:15]1[C:24]2[C:19](=[CH:20][CH:21]=[CH:22][CH:23]=2)[CH:18]=[C:17]([CH2:25][NH:26][S:2]([C:5]2[CH:14]=[CH:13][C:8]([C:9]([O:11][CH3:12])=[O:10])=[CH:7][CH:6]=2)(=[O:4])=[O:3])[CH:16]=1.